Task: Predict the reactants needed to synthesize the given product.. Dataset: Full USPTO retrosynthesis dataset with 1.9M reactions from patents (1976-2016) (1) Given the product [Cl:1][C:2]1[N:19]=[CH:18][C:5]2=[CH:6][CH:7]=[C:8]3[C:16]([NH:15][C:14]4[CH2:13][CH2:12][CH2:11][C:10](=[N:20][OH:21])[C:9]3=4)=[C:4]2[CH:3]=1, predict the reactants needed to synthesize it. The reactants are: [Cl:1][C:2]1[N:19]=[CH:18][C:5]2=[CH:6][CH:7]=[C:8]3[C:16]([NH:15][C:14]4[CH2:13][CH2:12][CH2:11][C:10](=O)[C:9]3=4)=[C:4]2[CH:3]=1.[NH2:20][OH:21].Cl.N1C=CC=CC=1. (2) Given the product [C:36]([N:1]1[CH2:2][CH:3]([C:5]2[C:6]([O:25][CH3:26])=[C:7]([CH:13]([NH:15][C:16]3[N:24]=[CH:23][N:22]=[C:21]4[C:17]=3[N:18]=[CH:19][NH:20]4)[CH3:14])[CH:8]=[C:9]([Cl:12])[C:10]=2[Cl:11])[CH2:4]1)(=[O:38])[CH3:37], predict the reactants needed to synthesize it. The reactants are: [NH:1]1[CH2:4][CH:3]([C:5]2[C:6]([O:25][CH3:26])=[C:7]([CH:13]([NH:15][C:16]3[N:24]=[CH:23][N:22]=[C:21]4[C:17]=3[N:18]=[CH:19][NH:20]4)[CH3:14])[CH:8]=[C:9]([Cl:12])[C:10]=2[Cl:11])[CH2:2]1.CCN(C(C)C)C(C)C.[C:36](Cl)(=[O:38])[CH3:37].[OH-].[Na+]. (3) Given the product [ClH:19].[ClH:19].[Br:17][C:14]1[N:13]=[CH:12][C:11]([O:10][CH2:9][CH2:8][NH2:7])=[CH:16][CH:15]=1, predict the reactants needed to synthesize it. The reactants are: C(OC(=O)[NH:7][CH2:8][CH2:9][O:10][C:11]1[CH:12]=[N:13][C:14]([Br:17])=[CH:15][CH:16]=1)(C)(C)C.[ClH:19]. (4) Given the product [OH:27][C:13]1[CH:14]=[C:15]([O:18][C:19]2[CH:24]=[CH:23][C:22]([Cl:25])=[C:21]([Cl:26])[CH:20]=2)[CH:16]=[CH:17][C:12]=1[NH:11][C:9](=[O:10])[CH2:8][C:5]1[CH:6]=[CH:7][C:2]([C:33]2[CH:34]=[CH:35][C:30]([C:29]([F:40])([F:39])[F:28])=[CH:31][CH:32]=2)=[CH:3][CH:4]=1, predict the reactants needed to synthesize it. The reactants are: Br[C:2]1[CH:7]=[CH:6][C:5]([CH2:8][C:9]([NH:11][C:12]2[CH:17]=[CH:16][C:15]([O:18][C:19]3[CH:24]=[CH:23][C:22]([Cl:25])=[C:21]([Cl:26])[CH:20]=3)=[CH:14][C:13]=2[OH:27])=[O:10])=[CH:4][CH:3]=1.[F:28][C:29]([F:40])([F:39])[C:30]1[CH:35]=[CH:34][C:33](B(O)O)=[CH:32][CH:31]=1. (5) Given the product [CH3:1][O:2][C:3]1[CH:12]=[C:11]2[C:6]([C:7]([O:13][CH2:14][C:15]3[N:19]4[CH:20]=[C:21]([C:24]([NH:26][C@H:27]5[CH2:31][CH2:30][NH:29][CH2:28]5)=[O:25])[CH:22]=[CH:23][C:18]4=[N:17][N:16]=3)=[CH:8][CH:9]=[N:10]2)=[CH:5][CH:4]=1, predict the reactants needed to synthesize it. The reactants are: [CH3:1][O:2][C:3]1[CH:12]=[C:11]2[C:6]([C:7]([O:13][CH2:14][C:15]3[N:19]4[CH:20]=[C:21]([C:24]([NH:26][C@H:27]5[CH2:31][CH2:30][N:29](C(OC(C)(C)C)=O)[CH2:28]5)=[O:25])[CH:22]=[CH:23][C:18]4=[N:17][N:16]=3)=[CH:8][CH:9]=[N:10]2)=[CH:5][CH:4]=1.Cl.C(=O)([O-])[O-].[K+].[K+]. (6) Given the product [Br:12][C:11]1[C:6]([NH:5][CH2:4][CH2:3][CH2:2][NH:1][CH2:35][C:30]2[CH:31]=[CH:32][S:28][CH:29]=2)=[N:7][C:8]([NH:13][C:14]2[CH:15]=[C:16]([NH:20][C:21]([N:23]3[CH2:27][CH2:26][CH2:25][CH2:24]3)=[O:22])[CH:17]=[CH:18][CH:19]=2)=[N:9][CH:10]=1, predict the reactants needed to synthesize it. The reactants are: [NH2:1][CH2:2][CH2:3][CH2:4][NH:5][C:6]1[C:11]([Br:12])=[CH:10][N:9]=[C:8]([NH:13][C:14]2[CH:15]=[C:16]([NH:20][C:21]([N:23]3[CH2:27][CH2:26][CH2:25][CH2:24]3)=[O:22])[CH:17]=[CH:18][CH:19]=2)[N:7]=1.[S:28]1[CH:32]=[CH:31][CH:30]=[C:29]1C=O.[CH2:35](N(CC)CC)C.C(O[BH-](OC(=O)C)OC(=O)C)(=O)C.[Na+].